Dataset: NCI-60 drug combinations with 297,098 pairs across 59 cell lines. Task: Regression. Given two drug SMILES strings and cell line genomic features, predict the synergy score measuring deviation from expected non-interaction effect. (1) Drug 1: CC=C1C(=O)NC(C(=O)OC2CC(=O)NC(C(=O)NC(CSSCCC=C2)C(=O)N1)C(C)C)C(C)C. Drug 2: C1CN(CCN1C(=O)CCBr)C(=O)CCBr. Cell line: UO-31. Synergy scores: CSS=21.4, Synergy_ZIP=-6.58, Synergy_Bliss=-0.338, Synergy_Loewe=3.87, Synergy_HSA=4.05. (2) Synergy scores: CSS=-3.58, Synergy_ZIP=0.0144, Synergy_Bliss=-3.51, Synergy_Loewe=-3.98, Synergy_HSA=-4.20. Cell line: RXF 393. Drug 2: COCCOC1=C(C=C2C(=C1)C(=NC=N2)NC3=CC=CC(=C3)C#C)OCCOC.Cl. Drug 1: C1=CC(=CC=C1C#N)C(C2=CC=C(C=C2)C#N)N3C=NC=N3. (3) Drug 1: CC1=C(C=C(C=C1)C(=O)NC2=CC(=CC(=C2)C(F)(F)F)N3C=C(N=C3)C)NC4=NC=CC(=N4)C5=CN=CC=C5. Drug 2: C1=NC2=C(N=C(N=C2N1C3C(C(C(O3)CO)O)F)Cl)N. Cell line: RXF 393. Synergy scores: CSS=-6.03, Synergy_ZIP=4.05, Synergy_Bliss=4.35, Synergy_Loewe=-5.14, Synergy_HSA=-5.14. (4) Drug 1: CC1=CC2C(CCC3(C2CCC3(C(=O)C)OC(=O)C)C)C4(C1=CC(=O)CC4)C. Drug 2: CN(C)C1=NC(=NC(=N1)N(C)C)N(C)C. Cell line: DU-145. Synergy scores: CSS=-2.89, Synergy_ZIP=3.86, Synergy_Bliss=5.97, Synergy_Loewe=-0.179, Synergy_HSA=0.513. (5) Drug 1: CS(=O)(=O)C1=CC(=C(C=C1)C(=O)NC2=CC(=C(C=C2)Cl)C3=CC=CC=N3)Cl. Drug 2: N.N.Cl[Pt+2]Cl. Cell line: HCT-15. Synergy scores: CSS=9.87, Synergy_ZIP=-0.225, Synergy_Bliss=3.64, Synergy_Loewe=-0.0160, Synergy_HSA=0.919. (6) Drug 1: C1=C(C(=O)NC(=O)N1)N(CCCl)CCCl. Synergy scores: CSS=36.0, Synergy_ZIP=-7.87, Synergy_Bliss=-1.16, Synergy_Loewe=-2.01, Synergy_HSA=-0.316. Cell line: K-562. Drug 2: C1=CC(=CC=C1C#N)C(C2=CC=C(C=C2)C#N)N3C=NC=N3. (7) Drug 1: CC(CN1CC(=O)NC(=O)C1)N2CC(=O)NC(=O)C2. Drug 2: C1=CN(C(=O)N=C1N)C2C(C(C(O2)CO)O)O.Cl. Cell line: LOX IMVI. Synergy scores: CSS=39.2, Synergy_ZIP=-6.52, Synergy_Bliss=2.61, Synergy_Loewe=4.48, Synergy_HSA=6.72. (8) Drug 1: CC1C(C(CC(O1)OC2CC(CC3=C2C(=C4C(=C3O)C(=O)C5=C(C4=O)C(=CC=C5)OC)O)(C(=O)C)O)N)O.Cl. Drug 2: C1C(C(OC1N2C=NC3=C2NC=NCC3O)CO)O. Cell line: CCRF-CEM. Synergy scores: CSS=18.2, Synergy_ZIP=-3.73, Synergy_Bliss=-6.23, Synergy_Loewe=-47.7, Synergy_HSA=-5.27. (9) Drug 1: CN(C)N=NC1=C(NC=N1)C(=O)N. Drug 2: C1CC(=O)NC(=O)C1N2C(=O)C3=CC=CC=C3C2=O. Cell line: SK-MEL-28. Synergy scores: CSS=-2.31, Synergy_ZIP=0.714, Synergy_Bliss=-1.32, Synergy_Loewe=-2.22, Synergy_HSA=-2.80.